Task: Predict which catalyst facilitates the given reaction.. Dataset: Catalyst prediction with 721,799 reactions and 888 catalyst types from USPTO (1) Reactant: [C:1]([C:3]1[C:4]([C:22]([NH2:24])=O)=[C:5]([NH:8][C:9](=[O:21])[CH2:10][C:11]2[CH:20]=[CH:19][CH:18]=[C:17]3[C:12]=2[CH:13]=[CH:14][N:15]=[CH:16]3)[S:6][CH:7]=1)#[N:2].C[N:26]([CH:28](OC)OC)C.[NH2:33]N. Product: [C:1]([C:3]1[C:4]([C:22]2[NH:24][N:26]=[CH:28][N:33]=2)=[C:5]([NH:8][C:9](=[O:21])[CH2:10][C:11]2[CH:20]=[CH:19][CH:18]=[C:17]3[C:12]=2[CH:13]=[CH:14][N:15]=[CH:16]3)[S:6][CH:7]=1)#[N:2]. The catalyst class is: 2. (2) Reactant: [F:1][C:2]1[CH:7]=[CH:6][CH:5]=[CH:4][C:3]=1[N:8]1[C:12](=[O:13])[CH:11]=[C:10]([CH3:14])[NH:9]1.IC.[C:17]([O-])([O-])=O.[K+].[K+]. Product: [F:1][C:2]1[CH:7]=[CH:6][CH:5]=[CH:4][C:3]=1[N:8]1[C:12](=[O:13])[CH:11]=[C:10]([CH3:14])[N:9]1[CH3:17]. The catalyst class is: 1. (3) The catalyst class is: 83. Product: [Cl:1][C:2]1[CH:7]=[C:6]([Cl:8])[CH:5]=[CH:4][C:3]=1[C:9]1[N:10]=[C:11]([CH2:45][CH3:46])[C:12]([NH:17][C@H:18]2[C@@H:22]([OH:23])[CH2:21][N:20]([C:35]([O:37][CH2:38][C:39]3[CH:40]=[CH:41][CH:42]=[CH:43][CH:44]=3)=[O:36])[CH2:19]2)=[N:13][C:14]=1[CH2:15][CH3:16]. Reactant: [Cl:1][C:2]1[CH:7]=[C:6]([Cl:8])[CH:5]=[CH:4][C:3]=1[C:9]1[N:10]=[C:11]([CH2:45][CH3:46])[C:12]([NH:17][C@H:18]2[C@@H:22]([O:23]C(=O)C3C=CC([N+]([O-])=O)=CC=3)[CH2:21][N:20]([C:35]([O:37][CH2:38][C:39]3[CH:44]=[CH:43][CH:42]=[CH:41][CH:40]=3)=[O:36])[CH2:19]2)=[N:13][C:14]=1[CH2:15][CH3:16].[Li+].[OH-].C(=O)(O)[O-].[Na+]. (4) Reactant: [Cl:1][C:2]1[CH:7]=[C:6]([Cl:8])[CH:5]=[CH:4][C:3]=1[C@H:9]1[C:14]([C:15]([O:17][CH2:18][CH3:19])=[O:16])=[C:13]([CH3:20])[NH:12][C:11]([C:21]2[S:22][CH:23]=[CH:24][N:25]=2)=[N:10]1.C1C(=O)N([Br:33])C(=O)C1. Product: [Br:33][CH2:20][C:13]1[NH:12][C:11]([C:21]2[S:22][CH:23]=[CH:24][N:25]=2)=[N:10][C@@H:9]([C:3]2[CH:4]=[CH:5][C:6]([Cl:8])=[CH:7][C:2]=2[Cl:1])[C:14]=1[C:15]([O:17][CH2:18][CH3:19])=[O:16]. The catalyst class is: 53. (5) Reactant: [CH3:1][O:2][C:3](=[O:38])[CH2:4][N:5]([C:11]1[CH:16]=[CH:15][C:14]([CH3:17])=[CH:13][C:12]=1[O:18][CH2:19][CH2:20][O:21][C:22]1[CH:27]=[CH:26][CH:25]=[CH:24][C:23]=1[NH:28][CH:29]([C:34]([O:36][CH3:37])=[O:35])[C:30]([O:32][CH3:33])=[O:31])[CH2:6][C:7]([O:9][CH3:10])=[O:8].[N+:39]([O-])([OH:41])=[O:40].S(=O)(=O)(O)O. Product: [CH3:1][O:2][C:3](=[O:38])[CH2:4][N:5]([C:11]1[CH:16]=[CH:15][C:14]([CH3:17])=[CH:13][C:12]=1[O:18][CH2:19][CH2:20][O:21][C:22]1[CH:27]=[C:26]([N+:39]([O-:41])=[O:40])[CH:25]=[CH:24][C:23]=1[NH:28][CH:29]([C:34]([O:36][CH3:37])=[O:35])[C:30]([O:32][CH3:33])=[O:31])[CH2:6][C:7]([O:9][CH3:10])=[O:8]. The catalyst class is: 15.